From a dataset of Full USPTO retrosynthesis dataset with 1.9M reactions from patents (1976-2016). Predict the reactants needed to synthesize the given product. (1) Given the product [Cl:29][C:26]1[CH:27]=[C:28]2[C:23]([CH:22]=[CH:21][N:20]2[S:17]([C:15]2[CH:14]=[CH:13][C:12]([O:30][CH3:31])=[C:11]([N:8]3[CH2:7][CH2:6][NH:5][CH2:10][CH2:9]3)[CH:16]=2)(=[O:19])=[O:18])=[CH:24][CH:25]=1, predict the reactants needed to synthesize it. The reactants are: ClC(Cl)(Cl)C([N:5]1[CH2:10][CH2:9][N:8]([C:11]2[CH:16]=[C:15]([S:17]([N:20]3[C:28]4[C:23](=[CH:24][CH:25]=[C:26]([Cl:29])[CH:27]=4)[CH:22]=[CH:21]3)(=[O:19])=[O:18])[CH:14]=[CH:13][C:12]=2[O:30][CH3:31])[CH2:7][CH2:6]1)=O.[OH-].[K+]. (2) Given the product [F:28][C:29]1[CH:30]=[C:31]2[C:35](=[CH:36][CH:37]=1)[NH:34][CH:33]=[C:32]2[CH2:38][CH:39]1[CH2:44][CH2:43][CH2:42][N:41]([CH2:16][CH:13]2[O:12][C:8]3=[C:9]4[C:4](=[CH:5][CH:6]=[C:7]3[O:15][CH2:14]2)[N:3]=[C:2]([CH3:1])[CH:11]=[CH:10]4)[CH2:40]1, predict the reactants needed to synthesize it. The reactants are: [CH3:1][C:2]1[CH:11]=[CH:10][C:9]2[C:4](=[CH:5][CH:6]=[C:7]3[O:15][CH2:14][C@H:13]([CH2:16]OS(C4C=CC(Br)=CC=4)(=O)=O)[O:12][C:8]3=2)[N:3]=1.[F:28][C:29]1[CH:30]=[C:31]2[C:35](=[CH:36][CH:37]=1)[NH:34][CH:33]=[C:32]2[CH2:38][CH:39]1[CH2:44][CH2:43][CH2:42][NH:41][CH2:40]1.C(N(CC)CC)C. (3) Given the product [C:1]12([CH2:11][NH:12][C:13]([C:15]3[C:20]([Cl:21])=[CH:19][CH:18]=[C:17]([NH2:22])[N:16]=3)=[O:14])[CH2:2][CH:3]3[CH2:4][CH:5]([CH2:6][CH:7]([CH2:9]3)[CH2:8]1)[CH2:10]2, predict the reactants needed to synthesize it. The reactants are: [C:1]12([CH2:11][NH:12][C:13]([C:15]3[C:20]([Cl:21])=[CH:19][CH:18]=[C:17]([N:22]=[N+]=[N-])[N:16]=3)=[O:14])[CH2:10][CH:5]3[CH2:6][CH:7]([CH2:9][CH:3]([CH2:4]3)[CH2:2]1)[CH2:8]2.C1C=CC(P(C2C=CC=CC=2)C2C=CC=CC=2)=CC=1. (4) Given the product [F:1][C:2]1[CH:3]=[C:4]([CH:7]=[C:8]([F:12])[C:9]=1[CH2:10][OH:11])[C:5]#[N:6], predict the reactants needed to synthesize it. The reactants are: [F:1][C:2]1[CH:3]=[C:4]([CH:7]=[C:8]([F:12])[C:9]=1[CH:10]=[O:11])[C:5]#[N:6].[BH4-].[Na+]. (5) Given the product [CH3:10][C:8]1[N:19]=[C:17]([C:16]2[CH:20]=[CH:21][C:13]([C:11]#[N:12])=[CH:14][CH:15]=2)[O:18][C:2]=1[C:3]([O:5][CH2:6][CH3:7])=[O:4], predict the reactants needed to synthesize it. The reactants are: Cl[CH:2]([C:8]([CH3:10])=O)[C:3]([O:5][CH2:6][CH3:7])=[O:4].[C:11]([C:13]1[CH:21]=[CH:20][C:16]([C:17]([NH2:19])=[O:18])=[CH:15][CH:14]=1)#[N:12]. (6) Given the product [CH2:1]([O:3][C:4](=[O:13])[CH2:5][C:6]1[CH:11]=[CH:10][CH:9]=[C:8]([NH:12][C:19]([O:18][C:15]([CH3:17])([CH3:16])[CH3:14])=[O:20])[CH:7]=1)[CH3:2], predict the reactants needed to synthesize it. The reactants are: [CH2:1]([O:3][C:4](=[O:13])[CH2:5][C:6]1[CH:11]=[CH:10][CH:9]=[C:8]([NH2:12])[CH:7]=1)[CH3:2].[CH3:14][C:15]([O:18][C:19](O[C:19]([O:18][C:15]([CH3:17])([CH3:16])[CH3:14])=[O:20])=[O:20])([CH3:17])[CH3:16]. (7) Given the product [CH2:5]([NH:14][C:15]1[CH:16]=[CH:17][C:18]([C:21]2[CH:22]=[CH:23][C:24]([NH:27][C:28]([C:30]3[CH:35]=[C:34]([N+:36]([O-:38])=[O:37])[CH:33]=[CH:32][C:31]=3[Cl:39])=[O:29])=[CH:25][CH:26]=2)=[CH:19][CH:20]=1)[CH2:6][CH2:7][CH2:8][CH2:9][CH2:10][CH2:11][CH3:12], predict the reactants needed to synthesize it. The reactants are: C([BH3-])#N.[Na+].[CH:5](=O)[CH2:6][CH2:7][CH2:8][CH2:9][CH2:10][CH2:11][CH3:12].[NH2:14][C:15]1[CH:20]=[CH:19][C:18]([C:21]2[CH:26]=[CH:25][C:24]([NH:27][C:28]([C:30]3[CH:35]=[C:34]([N+:36]([O-:38])=[O:37])[CH:33]=[CH:32][C:31]=3[Cl:39])=[O:29])=[CH:23][CH:22]=2)=[CH:17][CH:16]=1. (8) Given the product [Cl:3][C:4]1[CH:5]=[C:6]2[C:11](=[CH:12][CH:13]=1)[NH:10][C:9](=[O:14])[C:8]([C:15]#[N:16])=[C:7]2[O:17][S:20]([C:19]([F:38])([F:37])[F:18])(=[O:22])=[O:21], predict the reactants needed to synthesize it. The reactants are: [H-].[Na+].[Cl:3][C:4]1[CH:5]=[C:6]2[C:11](=[CH:12][CH:13]=1)[NH:10][C:9](=[O:14])[C:8]([C:15]#[N:16])=[C:7]2[OH:17].[F:18][C:19]([F:38])([F:37])[S:20](N(C1C=CC=CC=1)[S:20]([C:19]([F:38])([F:37])[F:18])(=[O:22])=[O:21])(=[O:22])=[O:21].O.